Dataset: Peptide-MHC class II binding affinity with 134,281 pairs from IEDB. Task: Regression. Given a peptide amino acid sequence and an MHC pseudo amino acid sequence, predict their binding affinity value. This is MHC class II binding data. (1) The peptide sequence is GGSILKISNKYHTKG. The binding affinity (normalized) is 0.107. The MHC is HLA-DPA10103-DPB10401 with pseudo-sequence HLA-DPA10103-DPB10401. (2) The peptide sequence is SNNGIKQQGIRYANP. The MHC is HLA-DPA10103-DPB10301 with pseudo-sequence HLA-DPA10103-DPB10301. The binding affinity (normalized) is 0.0846.